Predict the product of the given reaction. From a dataset of Forward reaction prediction with 1.9M reactions from USPTO patents (1976-2016). (1) Given the reactants Br[C:2]1[CH:15]=[C:14]2[C:5]([N:6]3[C:11]([CH2:12][O:13]2)=[N:10][NH:9][C:8](=[O:16])[C@H:7]3[CH3:17])=[CH:4][CH:3]=1.[CH3:18][C:19]1([CH3:35])[C:23]([CH3:25])([CH3:24])[O:22][B:21]([B:21]2[O:22][C:23]([CH3:25])([CH3:24])[C:19]([CH3:35])([CH3:18])[O:20]2)[O:20]1.C([O-])(=O)C.[K+], predict the reaction product. The product is: [CH3:17][C@H:7]1[N:6]2[C:11]([CH2:12][O:13][C:14]3[C:5]2=[CH:4][CH:3]=[C:2]([B:21]2[O:22][C:23]([CH3:25])([CH3:24])[C:19]([CH3:35])([CH3:18])[O:20]2)[CH:15]=3)=[N:10][NH:9][C:8]1=[O:16]. (2) Given the reactants C(O)(C(F)(F)F)=O.OC(C(F)(F)F)=O.[CH3:15][CH:16]1[CH2:21][CH2:20][N:19]([C:22]([C:24]2[CH:32]=[CH:31][C:30]3[N:29]([S:33]([C:36]4[CH:45]=[CH:44][CH:43]=[CH:42][C:37]=4[C:38]([O:40][CH3:41])=[O:39])(=[O:35])=[O:34])[C:28]4[CH2:46][CH2:47][NH:48][CH2:49][C:27]=4[C:26]=3[CH:25]=2)=[O:23])[CH2:18][CH2:17]1.[O:50]1[CH2:55][CH2:54][C:53](=O)[CH2:52][CH2:51]1, predict the reaction product. The product is: [CH3:15][CH:16]1[CH2:17][CH2:18][N:19]([C:22]([C:24]2[CH:32]=[CH:31][C:30]3[N:29]([S:33]([C:36]4[CH:45]=[CH:44][CH:43]=[CH:42][C:37]=4[C:38]([O:40][CH3:41])=[O:39])(=[O:35])=[O:34])[C:28]4[CH2:46][CH2:47][N:48]([CH:53]5[CH2:54][CH2:55][O:50][CH2:51][CH2:52]5)[CH2:49][C:27]=4[C:26]=3[CH:25]=2)=[O:23])[CH2:20][CH2:21]1. (3) Given the reactants [C:1](Cl)(=O)C.[NH:5]([C:12]([O:14][CH2:15][C:16]1[CH:21]=[CH:20][CH:19]=[CH:18][CH:17]=1)=[O:13])[C@H:6]([C:9]([OH:11])=[O:10])[CH2:7][NH2:8], predict the reaction product. The product is: [NH2:8][CH2:7][CH:6]([NH:5][C:12]([O:14][CH2:15][C:16]1[CH:17]=[CH:18][CH:19]=[CH:20][CH:21]=1)=[O:13])[C:9]([O:11][CH3:1])=[O:10]. (4) Given the reactants C([Li])CCC.[C:6]([O:10][C:11]([N:13]1[CH2:19][CH2:18][CH2:17][N:16]([C:20]2[S:21][CH:22]=[CH:23][N:24]=2)[CH2:15][CH2:14]1)=[O:12])([CH3:9])([CH3:8])[CH3:7].[F:25][C:26]1[N:37]=[CH:36][CH:35]=[CH:34][C:27]=1[C:28](N(OC)C)=[O:29], predict the reaction product. The product is: [F:25][C:26]1[N:37]=[CH:36][CH:35]=[CH:34][C:27]=1[C:28]([C:22]1[S:21][C:20]([N:16]2[CH2:17][CH2:18][CH2:19][N:13]([C:11]([O:10][C:6]([CH3:9])([CH3:7])[CH3:8])=[O:12])[CH2:14][CH2:15]2)=[N:24][CH:23]=1)=[O:29].